This data is from Reaction yield outcomes from USPTO patents with 853,638 reactions. The task is: Predict the reaction yield, written as a fraction of the theoretical maximum amount of product (1.0 means a 100% yield; for example, 0.34 means a 34% yield). (1) No catalyst specified. The reactants are [Br:1][C:2]1[CH:7]=[C:6]([O:8][CH3:9])[CH:5]=[C:4]([O:10][CH3:11])[CH:3]=1.O=P(Cl)(Cl)Cl.CN([CH:20]=[O:21])C. The yield is 0.790. The product is [Br:1][C:2]1[CH:3]=[C:4]([O:10][CH3:11])[CH:5]=[C:6]([O:8][CH3:9])[C:7]=1[CH:20]=[O:21]. (2) The reactants are [CH3:1][C:2]([N:10]1[CH:14]=[C:13]([C:15]2[CH:20]=[CH:19][N:18]=[C:17]3[N:21]([CH2:24][O:25][CH2:26][CH2:27][Si:28]([CH3:31])([CH3:30])[CH3:29])[CH:22]=[CH:23][C:16]=23)[CH:12]=[N:11]1)([CH3:9])[CH2:3][C:4](OCC)=[O:5].C1COCC1.[H-].C([Al+]CC(C)C)C(C)C. The catalyst is C(Cl)Cl.O. The product is [CH3:9][C:2]([N:10]1[CH:14]=[C:13]([C:15]2[CH:20]=[CH:19][N:18]=[C:17]3[N:21]([CH2:24][O:25][CH2:26][CH2:27][Si:28]([CH3:31])([CH3:29])[CH3:30])[CH:22]=[CH:23][C:16]=23)[CH:12]=[N:11]1)([CH3:1])[CH2:3][CH2:4][OH:5]. The yield is 0.960. (3) The reactants are [Cl:1][C:2]1[CH:10]=[C:9]2[C:5]([CH:6]=[CH:7][NH:8]2)=[CH:4][CH:3]=1.[F:11][C:12]([F:23])([F:22])[C:13](O[C:13](=[O:14])[C:12]([F:23])([F:22])[F:11])=[O:14].O. The catalyst is O1CCCC1. The product is [Cl:1][C:2]1[CH:10]=[C:9]2[C:5]([C:6]([C:13](=[O:14])[C:12]([F:23])([F:22])[F:11])=[CH:7][NH:8]2)=[CH:4][CH:3]=1. The yield is 0.930.